Dataset: Kir2.1 potassium channel HTS with 301,493 compounds. Task: Binary Classification. Given a drug SMILES string, predict its activity (active/inactive) in a high-throughput screening assay against a specified biological target. (1) The drug is Clc1cc(c2noc(c2C(=O)NC(CC)C)C)cc(Cl)c1OC. The result is 0 (inactive). (2) The compound is O=c1n(c(=O)n(c2nc3n(CCCN3CCc3ccccc3)c12)C)CC=C. The result is 0 (inactive). (3) The compound is Fc1cc(NC(=O)CCN2CCCCCC2)ccc1F. The result is 0 (inactive). (4) The drug is O1c2c(OCC1)ccc(c2)c1oc(NC(=O)CCc2ccccc2)nn1. The result is 0 (inactive).